Regression/Classification. Given a drug SMILES string, predict its absorption, distribution, metabolism, or excretion properties. Task type varies by dataset: regression for continuous measurements (e.g., permeability, clearance, half-life) or binary classification for categorical outcomes (e.g., BBB penetration, CYP inhibition). Dataset: cyp1a2_veith. From a dataset of CYP1A2 inhibition data for predicting drug metabolism from PubChem BioAssay. (1) The drug is C=CC[C@@H]1C=C[C@H](O/N=C(\C)CCN2CCc3nc(-c4ccccc4)c(-c4ccccc4)cc3C2)[C@H](CO)O1. The result is 0 (non-inhibitor). (2) The molecule is COCCNC(=O)CSc1ncnc2sccc12. The result is 0 (non-inhibitor). (3) The compound is O=c1cc(-c2ccc(O)c(O)c2)oc2cc(O)cc(O)c12. The result is 1 (inhibitor). (4) The result is 0 (non-inhibitor). The molecule is Cn1c(CNS(=O)(=O)c2ccc(Cl)cc2)n[nH]c1=S. (5) The drug is COc1cccc(Cn2c(=O)c(-c3cccs3)nc3cnc(OC)nc32)c1. The result is 1 (inhibitor). (6) The drug is C[C@@]12C[C@@H]3S[C@@H]3C[C@H]1CC[C@@H]1[C@@H]2CC[C@@]2(C)[C@H](O)CC[C@H]12. The result is 1 (inhibitor). (7) The result is 0 (non-inhibitor). The drug is COC(=O)C(C(=O)OC)[C@@H]1CCCC(=O)C1.